Dataset: NCI-60 drug combinations with 297,098 pairs across 59 cell lines. Task: Regression. Given two drug SMILES strings and cell line genomic features, predict the synergy score measuring deviation from expected non-interaction effect. (1) Drug 1: C1=CC=C(C(=C1)C(C2=CC=C(C=C2)Cl)C(Cl)Cl)Cl. Drug 2: CC1=C(C(=O)C2=C(C1=O)N3CC4C(C3(C2COC(=O)N)OC)N4)N. Cell line: SK-MEL-28. Synergy scores: CSS=21.5, Synergy_ZIP=6.16, Synergy_Bliss=2.22, Synergy_Loewe=-15.6, Synergy_HSA=2.93. (2) Drug 1: CCCS(=O)(=O)NC1=C(C(=C(C=C1)F)C(=O)C2=CNC3=C2C=C(C=N3)C4=CC=C(C=C4)Cl)F. Drug 2: C1=CC(=CC=C1CCCC(=O)O)N(CCCl)CCCl. Cell line: RPMI-8226. Synergy scores: CSS=60.4, Synergy_ZIP=9.34, Synergy_Bliss=6.20, Synergy_Loewe=1.14, Synergy_HSA=3.27. (3) Drug 1: COC1=CC(=CC(=C1O)OC)C2C3C(COC3=O)C(C4=CC5=C(C=C24)OCO5)OC6C(C(C7C(O6)COC(O7)C8=CC=CS8)O)O. Drug 2: C1CN1P(=S)(N2CC2)N3CC3. Cell line: HOP-62. Synergy scores: CSS=45.1, Synergy_ZIP=-4.47, Synergy_Bliss=2.02, Synergy_Loewe=-8.39, Synergy_HSA=4.07. (4) Drug 1: CC1C(C(=O)NC(C(=O)N2CCCC2C(=O)N(CC(=O)N(C(C(=O)O1)C(C)C)C)C)C(C)C)NC(=O)C3=C4C(=C(C=C3)C)OC5=C(C(=O)C(=C(C5=N4)C(=O)NC6C(OC(=O)C(N(C(=O)CN(C(=O)C7CCCN7C(=O)C(NC6=O)C(C)C)C)C)C(C)C)C)N)C. Drug 2: CCCCCOC(=O)NC1=NC(=O)N(C=C1F)C2C(C(C(O2)C)O)O. Cell line: SN12C. Synergy scores: CSS=13.7, Synergy_ZIP=-4.23, Synergy_Bliss=2.28, Synergy_Loewe=-17.1, Synergy_HSA=-1.36. (5) Drug 1: C1=NC2=C(N=C(N=C2N1C3C(C(C(O3)CO)O)O)F)N. Drug 2: N.N.Cl[Pt+2]Cl. Cell line: SK-MEL-2. Synergy scores: CSS=67.9, Synergy_ZIP=-1.35, Synergy_Bliss=-2.97, Synergy_Loewe=2.94, Synergy_HSA=5.86. (6) Drug 1: CC1=CC=C(C=C1)C2=CC(=NN2C3=CC=C(C=C3)S(=O)(=O)N)C(F)(F)F. Drug 2: CC1=C2C(C(=O)C3(C(CC4C(C3C(C(C2(C)C)(CC1OC(=O)C(C(C5=CC=CC=C5)NC(=O)C6=CC=CC=C6)O)O)OC(=O)C7=CC=CC=C7)(CO4)OC(=O)C)O)C)OC(=O)C. Cell line: SF-268. Synergy scores: CSS=20.8, Synergy_ZIP=13.0, Synergy_Bliss=13.6, Synergy_Loewe=1.78, Synergy_HSA=8.23. (7) Drug 1: CN(C)C1=NC(=NC(=N1)N(C)C)N(C)C. Drug 2: B(C(CC(C)C)NC(=O)C(CC1=CC=CC=C1)NC(=O)C2=NC=CN=C2)(O)O. Cell line: IGROV1. Synergy scores: CSS=0.213, Synergy_ZIP=-1.05, Synergy_Bliss=-1.49, Synergy_Loewe=-0.730, Synergy_HSA=-1.30. (8) Drug 1: CC1=C2C(C(=O)C3(C(CC4C(C3C(C(C2(C)C)(CC1OC(=O)C(C(C5=CC=CC=C5)NC(=O)OC(C)(C)C)O)O)OC(=O)C6=CC=CC=C6)(CO4)OC(=O)C)OC)C)OC. Drug 2: C(CCl)NC(=O)N(CCCl)N=O. Cell line: MDA-MB-231. Synergy scores: CSS=38.5, Synergy_ZIP=0.697, Synergy_Bliss=-0.508, Synergy_Loewe=-9.28, Synergy_HSA=0.662. (9) Drug 1: CC1=C(C(CCC1)(C)C)C=CC(=CC=CC(=CC(=O)O)C)C. Cell line: UO-31. Drug 2: CCN(CC)CCCC(C)NC1=C2C=C(C=CC2=NC3=C1C=CC(=C3)Cl)OC. Synergy scores: CSS=1.84, Synergy_ZIP=0.758, Synergy_Bliss=1.38, Synergy_Loewe=-9.21, Synergy_HSA=-4.24. (10) Drug 1: CC12CCC(CC1=CCC3C2CCC4(C3CC=C4C5=CN=CC=C5)C)O. Drug 2: CN(CCCl)CCCl.Cl. Cell line: HCT-15. Synergy scores: CSS=13.4, Synergy_ZIP=-5.91, Synergy_Bliss=-4.90, Synergy_Loewe=-10.0, Synergy_HSA=-8.67.